This data is from Reaction yield outcomes from USPTO patents with 853,638 reactions. The task is: Predict the reaction yield, written as a fraction of the theoretical maximum amount of product (1.0 means a 100% yield; for example, 0.34 means a 34% yield). (1) The reactants are [CH3:1][C:2]1[S:6][C:5]([C:7]([OH:9])=O)=[CH:4][C:3]=1[C:10]1[N:14]([CH3:15])[N:13]=[CH:12][CH:11]=1.[NH2:16][C@@H:17]([CH2:30][C:31]1[CH:36]=[CH:35][CH:34]=[CH:33][C:32]=1[C:37]([F:40])([F:39])[F:38])[CH2:18][N:19]1[C:27](=[O:28])[C:26]2[C:21](=[CH:22][CH:23]=[CH:24][CH:25]=2)[C:20]1=[O:29].C1CN([P+](Br)(N2CCCC2)N2CCCC2)CC1.F[P-](F)(F)(F)(F)F.CCN(C(C)C)C(C)C. The catalyst is C(Cl)(Cl)Cl. The product is [O:28]=[C:27]1[C:26]2[C:21](=[CH:22][CH:23]=[CH:24][CH:25]=2)[C:20](=[O:29])[N:19]1[CH2:18][C@@H:17]([NH:16][C:7]([C:5]1[S:6][C:2]([CH3:1])=[C:3]([C:10]2[N:14]([CH3:15])[N:13]=[CH:12][CH:11]=2)[CH:4]=1)=[O:9])[CH2:30][C:31]1[CH:36]=[CH:35][CH:34]=[CH:33][C:32]=1[C:37]([F:39])([F:38])[F:40]. The yield is 0.220. (2) The catalyst is O.CC(=O)OCC. The product is [CH2:1]([O:8][C:9]1[CH:26]=[CH:25][C:12]([CH2:13][C:14]2[NH:18][C:17]3[CH:19]=[CH:20][C:21]([CH:23]=[O:40])=[CH:22][C:16]=3[N:15]=2)=[CH:11][CH:10]=1)[CH2:2][CH2:3][CH2:4][CH2:5][CH2:6][CH3:7]. The yield is 0.460. The reactants are [CH2:1]([O:8][C:9]1[CH:26]=[CH:25][C:12]([CH2:13][C:14]2[NH:18][C:17]3[CH:19]=[CH:20][C:21]([C:23]#N)=[CH:22][C:16]=3[N:15]=2)=[CH:11][CH:10]=1)[CH2:2][CH2:3][CH2:4][CH2:5][CH2:6][CH3:7].[H-].C([Al+]CC(C)C)C(C)C.C1C[O:40]CC1. (3) The reactants are [Cl:1][C:2]1[C:3]([F:23])=[CH:4][C:5]([I:22])=[C:6]([NH:8][C:9]([C:11]2[CH:12]=[N:13][N:14]([CH:16]3[CH2:21][CH2:20][CH2:19][CH2:18][O:17]3)[CH:15]=2)=[O:10])[CH:7]=1.CC(C)([O-])C.[K+].FC(F)(F)S(O[CH2:36][C:37]([F:40])([F:39])[F:38])(=O)=O.C([O-])(O)=O.[Na+]. The catalyst is CC1OCCC1. The product is [Cl:1][C:2]1[C:3]([F:23])=[CH:4][C:5]([I:22])=[C:6]([N:8]([CH2:36][C:37]([F:40])([F:39])[F:38])[C:9]([C:11]2[CH:12]=[N:13][N:14]([CH:16]3[CH2:21][CH2:20][CH2:19][CH2:18][O:17]3)[CH:15]=2)=[O:10])[CH:7]=1. The yield is 0.730. (4) The reactants are Br[C:2]1[N:7]=[N:6][C:5]([NH2:8])=[N:4][C:3]=1[C:9]1[CH:14]=[CH:13][CH:12]=[CH:11][CH:10]=1.[Cl:15][C:16]1[CH:17]=[C:18](B(O)O)[CH:19]=[CH:20][CH:21]=1. No catalyst specified. The product is [Cl:15][C:16]1[CH:21]=[C:20]([C:2]2[N:7]=[N:6][C:5]([NH2:8])=[N:4][C:3]=2[C:9]2[CH:14]=[CH:13][CH:12]=[CH:11][CH:10]=2)[CH:19]=[CH:18][CH:17]=1. The yield is 0.490. (5) The reactants are [C:1]1([C:7]2[NH:11][CH:10]=[C:9]([CH:12]=[O:13])[CH:8]=2)[CH:6]=[CH:5][CH:4]=[CH:3][CH:2]=1.[H-].[Na+].C1OCCOCCOCCOCCOC1.[CH3:31][O:32][C:33]1[N:38]=[CH:37][C:36]([S:39](Cl)(=[O:41])=[O:40])=[CH:35][CH:34]=1. The catalyst is O1CCCC1.C(OCC)(=O)C. The product is [CH3:31][O:32][C:33]1[N:38]=[CH:37][C:36]([S:39]([N:11]2[C:7]([C:1]3[CH:6]=[CH:5][CH:4]=[CH:3][CH:2]=3)=[CH:8][C:9]([CH:12]=[O:13])=[CH:10]2)(=[O:41])=[O:40])=[CH:35][CH:34]=1. The yield is 0.170. (6) No catalyst specified. The product is [NH2:1][C:2]1[N:6]([CH3:7])[C:5](=[O:8])[C:4]([C:16]2[CH:21]=[CH:20][C:19]([F:22])=[C:18]([C:25]3[CH:30]=[C:29]([Cl:31])[CH:28]=[CH:27][N:26]=3)[CH:17]=2)([C:9]2[CH:14]=[CH:13][C:12]([OH:15])=[CH:11][CH:10]=2)[N:3]=1. The yield is 0.500. The reactants are [NH2:1][C:2]1[N:6]([CH3:7])[C:5](=[O:8])[C:4]([C:16]2[CH:21]=[CH:20][C:19]([F:22])=[C:18](Br)[CH:17]=2)([C:9]2[CH:14]=[CH:13][C:12]([OH:15])=[CH:11][CH:10]=2)[N:3]=1.Br[C:25]1[CH:30]=[C:29]([Cl:31])[CH:28]=[CH:27][N:26]=1. (7) The reactants are P(Cl)(Cl)([Cl:3])=O.[CH3:6][O:7][C:8]1[CH:9]=[C:10]2[C:15](=[CH:16][CH:17]=1)[N:14]=[C:13]([C:18]1[CH:19]=[N:20][CH:21]=[CH:22][CH:23]=1)[NH:12][C:11]2=O.[OH-].[NH4+]. No catalyst specified. The product is [Cl:3][C:11]1[C:10]2[C:15](=[CH:16][CH:17]=[C:8]([O:7][CH3:6])[CH:9]=2)[N:14]=[C:13]([C:18]2[CH:19]=[N:20][CH:21]=[CH:22][CH:23]=2)[N:12]=1. The yield is 0.880.